Regression. Given a peptide amino acid sequence and an MHC pseudo amino acid sequence, predict their binding affinity value. This is MHC class II binding data. From a dataset of Peptide-MHC class II binding affinity with 134,281 pairs from IEDB. (1) The peptide sequence is EVDMTPADALDDFDL. The MHC is HLA-DQA10501-DQB10201 with pseudo-sequence HLA-DQA10501-DQB10201. The binding affinity (normalized) is 0.758. (2) The peptide sequence is EIKSTKPEASSGEPVVVHIT. The MHC is HLA-DPA10103-DPB10401 with pseudo-sequence HLA-DPA10103-DPB10401. The binding affinity (normalized) is 0.